This data is from Full USPTO retrosynthesis dataset with 1.9M reactions from patents (1976-2016). The task is: Predict the reactants needed to synthesize the given product. (1) Given the product [CH3:9][O:10][C:11]1[CH:12]=[CH:13][C:14]([C:17]2[NH:21][N:20]=[C:19]([NH:22][C:6](=[O:7])[CH2:5][CH2:4][CH2:3][CH2:2][Br:1])[CH:18]=2)=[CH:15][CH:16]=1, predict the reactants needed to synthesize it. The reactants are: [Br:1][CH2:2][CH2:3][CH2:4][CH2:5][C:6](Cl)=[O:7].[CH3:9][O:10][C:11]1[CH:16]=[CH:15][C:14]([C:17]2[NH:21][N:20]=[C:19]([NH2:22])[CH:18]=2)=[CH:13][CH:12]=1.C(N(C(C)C)CC)(C)C. (2) Given the product [CH3:1][O:2][C:3]([C:5]1[CH:6]=[C:7]([C:12]2[CH:17]=[CH:16][CH:15]=[CH:14][CH:13]=2)[CH:8]=[C:9]([NH:11][C:24]([O:43][CH2:42][C:40]2[O:41][C:37]3[CH:36]=[CH:35][C:34]([C:28]4[CH:29]=[CH:30][CH:31]=[CH:32][CH:33]=4)=[CH:44][C:38]=3[CH:39]=2)=[O:25])[CH:10]=1)=[O:4], predict the reactants needed to synthesize it. The reactants are: [CH3:1][O:2][C:3]([C:5]1[CH:6]=[C:7]([C:12]2[CH:17]=[CH:16][CH:15]=[CH:14][CH:13]=2)[CH:8]=[C:9]([NH2:11])[CH:10]=1)=[O:4].N1C=CC=CC=1.[C:24](Cl)(Cl)=[O:25].[C:28]1([C:34]2[CH:35]=[CH:36][C:37]3[O:41][C:40]([CH2:42][OH:43])=[CH:39][C:38]=3[CH:44]=2)[CH:33]=[CH:32][CH:31]=[CH:30][CH:29]=1. (3) Given the product [CH2:1]([N:5]1[C:9]([CH2:17][OH:19])=[C:8]([C:10]2[CH:11]=[CH:12][CH:13]=[CH:14][CH:15]=2)[N:7]=[C:6]1[I:16])[CH2:2][CH2:3][CH3:4], predict the reactants needed to synthesize it. The reactants are: [CH2:1]([N:5]1[CH:9]=[C:8]([C:10]2[CH:15]=[CH:14][CH:13]=[CH:12][CH:11]=2)[N:7]=[C:6]1[I:16])[CH2:2][CH2:3][CH3:4].[C:17](O)(=[O:19])C.C=O.C([O-])(=O)C.[Na+]. (4) Given the product [CH2:20]([S:27][C:5]1[C:10]([N+:11]([O-:13])=[O:12])=[CH:9][CH:8]=[CH:7][N:6]=1)[C:21]1[CH:26]=[CH:25][CH:24]=[CH:23][CH:22]=1, predict the reactants needed to synthesize it. The reactants are: C(O)C.Cl[C:5]1[C:10]([N+:11]([O-:13])=[O:12])=[CH:9][CH:8]=[CH:7][N:6]=1.C(=O)([O-])[O-].[K+].[K+].[CH2:20]([SH:27])[C:21]1[CH:26]=[CH:25][CH:24]=[CH:23][CH:22]=1. (5) Given the product [CH3:1][CH:2]([CH2:8][CH2:9][CH2:10][CH:11]([CH3:23])[CH2:12][CH2:13][CH2:14][CH:15]([CH3:22])[CH2:16][CH2:17][CH2:18][CH:19]([CH3:21])[CH3:20])[CH2:3][CH2:4][CH2:5][CH2:6][O:7][S:36]([C:33]1[CH:34]=[CH:35][C:30]([CH3:40])=[CH:31][CH:32]=1)(=[O:38])=[O:37], predict the reactants needed to synthesize it. The reactants are: [CH3:1][CH:2]([CH2:8][CH2:9][CH2:10][CH:11]([CH3:23])[CH2:12][CH2:13][CH2:14][CH:15]([CH3:22])[CH2:16][CH2:17][CH2:18][CH:19]([CH3:21])[CH3:20])[CH2:3][CH2:4][CH2:5][CH2:6][OH:7].N1C=CC=CC=1.[C:30]1([CH3:40])[CH:35]=[CH:34][C:33]([S:36](Cl)(=[O:38])=[O:37])=[CH:32][CH:31]=1. (6) Given the product [C:17]([O:21][C:22]([N:24]1[CH2:30][CH2:29][CH2:28][CH:27]([NH:7][CH2:6][C:5]2[CH:4]=[C:3]([C:2]([F:15])([F:16])[F:1])[CH:10]=[C:9]([C:11]([F:14])([F:12])[F:13])[CH:8]=2)[C:26]2[CH:32]=[C:33]([C:36]([F:39])([F:37])[F:38])[CH:34]=[CH:35][C:25]1=2)=[O:23])([CH3:20])([CH3:18])[CH3:19], predict the reactants needed to synthesize it. The reactants are: [F:1][C:2]([F:16])([F:15])[C:3]1[CH:4]=[C:5]([CH:8]=[C:9]([C:11]([F:14])([F:13])[F:12])[CH:10]=1)[CH2:6][NH2:7].[C:17]([O:21][C:22]([N:24]1[CH2:30][CH2:29][CH2:28][C:27](=O)[C:26]2[CH:32]=[C:33]([C:36]([F:39])([F:38])[F:37])[CH:34]=[CH:35][C:25]1=2)=[O:23])([CH3:20])([CH3:19])[CH3:18].[BH4-].[Na+]. (7) Given the product [F:1][C:2]1[C:22]([N:23]2[CH2:24][CH2:25][N:26]([C:29]3[CH:34]=[CH:33][C:32]([F:35])=[CH:31][CH:30]=3)[CH2:27][CH2:28]2)=[CH:21][C:5]2=[N:6][C:7]3[N:8]([CH3:20])[CH:9]=[C:10]([C:15]([OH:17])=[O:16])[C:11](=[O:14])[C:12]=3[CH:13]=[C:4]2[CH:3]=1, predict the reactants needed to synthesize it. The reactants are: [F:1][C:2]1[C:22]([N:23]2[CH2:28][CH2:27][N:26]([C:29]3[CH:34]=[CH:33][C:32]([F:35])=[CH:31][CH:30]=3)[CH2:25][CH2:24]2)=[CH:21][C:5]2=[N:6][C:7]3[N:8]([CH3:20])[CH:9]=[C:10]([C:15]([O:17]CC)=[O:16])[C:11](=[O:14])[C:12]=3[CH:13]=[C:4]2[CH:3]=1.O. (8) Given the product [Cl:9][C:4]1[N:3]=[C:2]2[S:15][C:14]([NH:13][CH:10]([CH3:12])[CH3:11])=[N:8][C:7]2=[CH:6][CH:5]=1, predict the reactants needed to synthesize it. The reactants are: Cl[C:2]1[C:7]([NH2:8])=[CH:6][CH:5]=[C:4]([Cl:9])[N:3]=1.[CH:10]([N:13]=[C:14]=[S:15])([CH3:12])[CH3:11].[H-].[Na+].CCOCC. (9) Given the product [CH:10]1([C:14]([C:16](=[CH:22][NH:9][C:6]2[CH:5]=[N:4][C:3]([O:2][CH3:1])=[CH:8][CH:7]=2)[C:17]([O:19][CH2:20][CH3:21])=[O:18])=[O:15])[CH2:11][CH2:12][CH2:13]1, predict the reactants needed to synthesize it. The reactants are: [CH3:1][O:2][C:3]1[CH:8]=[CH:7][C:6]([NH2:9])=[CH:5][N:4]=1.[CH:10]1([C:14]([C:16](=[CH:22]OCC)[C:17]([O:19][CH2:20][CH3:21])=[O:18])=[O:15])[CH2:13][CH2:12][CH2:11]1. (10) Given the product [Cl:1][C:2]1[CH:11]=[CH:10][CH:9]=[C:8]2[C:3]=1[CH:4]=[C:5]([CH2:22][OH:23])[C:6]([C:12]1[CH:17]=[CH:16][CH:15]=[CH:14][C:13]=1[C:18]([F:20])([F:21])[F:19])=[N:7]2, predict the reactants needed to synthesize it. The reactants are: [Cl:1][C:2]1[CH:11]=[CH:10][CH:9]=[C:8]2[C:3]=1[CH:4]=[C:5]([CH:22]=[O:23])[C:6]([C:12]1[CH:17]=[CH:16][CH:15]=[CH:14][C:13]=1[C:18]([F:21])([F:20])[F:19])=[N:7]2.[BH4-].[Na+].